Dataset: Reaction yield outcomes from USPTO patents with 853,638 reactions. Task: Predict the reaction yield, written as a fraction of the theoretical maximum amount of product (1.0 means a 100% yield; for example, 0.34 means a 34% yield). (1) The reactants are [C:1]([O:5][C:6]([N:8]1[CH2:12][CH:11]([C:13]#[N:14])[CH2:10][CH:9]1[C:15]1[NH:16][C:17]([C:20]2[CH:25]=[CH:24][C:23](Br)=[CH:22][CH:21]=2)=[CH:18][N:19]=1)=[O:7])([CH3:4])([CH3:3])[CH3:2].[C:27]([O:31][C:32]([N:34]1[CH2:38][CH2:37][CH2:36][CH:35]1[C:39]1[NH:40][C:41]([C:44]2[CH:53]=[CH:52][C:51]3[C:46](=[CH:47][CH:48]=[C:49](B4OC(C)(C)C(C)(C)O4)[CH:50]=3)[CH:45]=2)=[CH:42][N:43]=1)=[O:33])([CH3:30])([CH3:29])[CH3:28].C([O-])(=O)C.[K+]. The catalyst is COCCOC.O.C(OCC)(=O)C.C1C=CC([P]([Pd]([P](C2C=CC=CC=2)(C2C=CC=CC=2)C2C=CC=CC=2)([P](C2C=CC=CC=2)(C2C=CC=CC=2)C2C=CC=CC=2)[P](C2C=CC=CC=2)(C2C=CC=CC=2)C2C=CC=CC=2)(C2C=CC=CC=2)C2C=CC=CC=2)=CC=1. The product is [C:1]([O:5][C:6]([N:8]1[CH2:12][CH:11]([C:13]#[N:14])[CH2:10][CH:9]1[C:15]1[NH:16][C:17]([C:20]2[CH:25]=[CH:24][C:23]([C:49]3[CH:48]=[CH:47][C:46]4[C:51](=[CH:52][CH:53]=[C:44]([C:41]5[NH:40][C:39]([CH:35]6[CH2:36][CH2:37][CH2:38][N:34]6[C:32]([O:31][C:27]([CH3:30])([CH3:29])[CH3:28])=[O:33])=[N:43][CH:42]=5)[CH:45]=4)[CH:50]=3)=[CH:22][CH:21]=2)=[CH:18][N:19]=1)=[O:7])([CH3:4])([CH3:3])[CH3:2]. The yield is 0.330. (2) The reactants are [NH2:1][CH2:2][CH2:3][N:4]([CH3:15])[CH2:5][CH2:6][NH:7][C:8](=[O:14])[O:9][C:10]([CH3:13])([CH3:12])[CH3:11].[C:16](O)(=[O:24])[C:17]1[C:18](=[CH:20][CH:21]=[CH:22][CH:23]=1)[OH:19].CCN=C=NCCCN(C)C. The catalyst is CC#N.CCOC(C)=O. The product is [OH:19][C:18]1[CH:20]=[CH:21][CH:22]=[CH:23][C:17]=1[C:16]([NH:1][CH2:2][CH2:3][N:4]([CH3:15])[CH2:5][CH2:6][NH:7][C:8](=[O:14])[O:9][C:10]([CH3:11])([CH3:12])[CH3:13])=[O:24]. The yield is 0.490. (3) The yield is 0.870. The product is [CH3:14][N:15]([CH3:17])/[CH:16]=[CH:12]/[C:11]([C:8]1[CH:9]=[CH:10][C:5]([S:2]([CH3:1])(=[O:3])=[O:4])=[CH:6][CH:7]=1)=[O:13]. No catalyst specified. The reactants are [CH3:1][S:2]([C:5]1[CH:10]=[CH:9][C:8]([C:11](=[O:13])[CH3:12])=[CH:7][CH:6]=1)(=[O:4])=[O:3].[CH3:14][N:15]([CH:17](OC)OC)[CH3:16].